This data is from Peptide-MHC class II binding affinity with 134,281 pairs from IEDB. The task is: Regression. Given a peptide amino acid sequence and an MHC pseudo amino acid sequence, predict their binding affinity value. This is MHC class II binding data. (1) The peptide sequence is YSINNVMDEIDFFEK. The MHC is HLA-DPA10103-DPB10401 with pseudo-sequence HLA-DPA10103-DPB10401. The binding affinity (normalized) is 0.367. (2) The peptide sequence is YCDMMSLNLTIVSVS. The MHC is DRB1_1302 with pseudo-sequence DRB1_1302. The binding affinity (normalized) is 0.434. (3) The peptide sequence is ASRELERFALNPGLL. The MHC is DRB1_0802 with pseudo-sequence DRB1_0802. The binding affinity (normalized) is 0.183. (4) The peptide sequence is GLKTRQEKWMTGRMG. The MHC is DRB1_0901 with pseudo-sequence DRB1_0901. The binding affinity (normalized) is 0.408. (5) The peptide sequence is DKRLAAYLMLMRSPS. The MHC is DRB5_0101 with pseudo-sequence DRB5_0101. The binding affinity (normalized) is 0.776. (6) The peptide sequence is FKAAVAAAANAPPAD. The MHC is DRB1_0301 with pseudo-sequence DRB1_0301. The binding affinity (normalized) is 0.0732.